Dataset: Full USPTO retrosynthesis dataset with 1.9M reactions from patents (1976-2016). Task: Predict the reactants needed to synthesize the given product. Given the product [CH3:30][N:18]([CH2:19][C:20]1[CH:25]=[C:24]([CH:23]=[CH:22][C:21]=1[F:29])[NH2:26])[CH3:17], predict the reactants needed to synthesize it. The reactants are: CN(C)C1C=CC([N+]([O-])=O)=CC=1CN(C)C.[CH3:17][N:18]([CH3:30])[CH2:19][C:20]1[CH:25]=[C:24]([N+:26]([O-])=O)[CH:23]=[CH:22][C:21]=1[F:29].